This data is from TCR-epitope binding with 47,182 pairs between 192 epitopes and 23,139 TCRs. The task is: Binary Classification. Given a T-cell receptor sequence (or CDR3 region) and an epitope sequence, predict whether binding occurs between them. (1) The epitope is VTEHDTLLY. The TCR CDR3 sequence is CASSQLAGVVTQYF. Result: 1 (the TCR binds to the epitope). (2) The epitope is HPVGEADYFEY. The TCR CDR3 sequence is CASSLGTAYEQYF. Result: 0 (the TCR does not bind to the epitope). (3) The TCR CDR3 sequence is CATSDGLAGVPFF. Result: 1 (the TCR binds to the epitope). The epitope is YIFFASFYY. (4) The epitope is KTSVDCTMYI. The TCR CDR3 sequence is CASSSTGLAGEQFF. Result: 1 (the TCR binds to the epitope).